The task is: Predict the product of the given reaction.. This data is from Forward reaction prediction with 1.9M reactions from USPTO patents (1976-2016). (1) Given the reactants [CH3:1][O:2][C:3]1[C:4](=[O:39])[C:5]([CH3:38])=[C:6]([CH2:12][C:13]2[CH:14]=[CH:15][C:16]([O:34]C(=O)C)=[C:17]([CH:33]=2)[C:18]([NH:20][C:21]2[CH:26]=[CH:25][C:24]([N:27]3[CH2:32][CH2:31][O:30][CH2:29][CH2:28]3)=[CH:23][CH:22]=2)=[O:19])[C:7](=[O:11])[C:8]=1[O:9][CH3:10].C(=O)([O-])O.[Na+], predict the reaction product. The product is: [CH3:1][O:2][C:3]1[C:4](=[O:39])[C:5]([CH3:38])=[C:6]([CH2:12][C:13]2[CH:14]=[CH:15][C:16]([OH:34])=[C:17]([CH:33]=2)[C:18]([NH:20][C:21]2[CH:22]=[CH:23][C:24]([N:27]3[CH2:28][CH2:29][O:30][CH2:31][CH2:32]3)=[CH:25][CH:26]=2)=[O:19])[C:7](=[O:11])[C:8]=1[O:9][CH3:10]. (2) Given the reactants [Br:1][C:2]1[CH:3]=[C:4]([CH:8]=[C:9]([Br:23])[C:10]=1[O:11][C:12]1[CH:17]=[CH:16][C:15]([O:18]C)=[C:14]([CH:20]([CH3:22])[CH3:21])[CH:13]=1)[C:5](O)=[O:6].[CH3:24][N:25]([CH3:40])[C:26]1[CH:35]=[CH:34][CH:33]=[C:32]2[C:27]=1[CH:28]=[CH:29][CH:30]=[C:31]2[S:36]([NH2:39])(=[O:38])=[O:37], predict the reaction product. The product is: [Br:23][C:9]1[CH:8]=[C:4]([CH:3]=[C:2]([Br:1])[C:10]=1[O:11][C:12]1[CH:17]=[CH:16][C:15]([OH:18])=[C:14]([CH:20]([CH3:21])[CH3:22])[CH:13]=1)[C:5]([C:30]1[CH:29]=[CH:28][C:27]2[C:32](=[CH:33][CH:34]=[CH:35][C:26]=2[N:25]([CH3:24])[CH3:40])[C:31]=1[S:36]([NH2:39])(=[O:38])=[O:37])=[O:6]. (3) Given the reactants [Cl:1][C:2]1[CH:3]=[C:4]([CH3:19])[C:5]2[O:10][CH:9]([C:11]3[CH:16]=[CH:15][CH:14]=[CH:13][CH:12]=3)[C:8](=O)[NH:7][C:6]=2[CH:18]=1.B.O1CCCC1.Cl.O, predict the reaction product. The product is: [Cl:1][C:2]1[CH:3]=[C:4]([CH3:19])[C:5]2[O:10][CH:9]([C:11]3[CH:16]=[CH:15][CH:14]=[CH:13][CH:12]=3)[CH2:8][NH:7][C:6]=2[CH:18]=1. (4) Given the reactants C([O:5][C:6]([CH:8]1[CH:12]([C:13]2[CH:18]=[CH:17][CH:16]=[C:15]([Cl:19])[C:14]=2[F:20])[C:11]([C:23]2[CH:28]=[CH:27][C:26]([Cl:29])=[C:25]([F:30])[CH:24]=2)([C:21]#[N:22])[CH:10]([CH2:31][C:32]([CH3:35])([CH3:34])[CH3:33])[NH:9]1)=[O:7])(C)(C)C.OS(O)(=O)=O, predict the reaction product. The product is: [Cl:19][C:15]1[C:14]([F:20])=[C:13]([CH:12]2[C:11]([C:23]3[CH:28]=[CH:27][C:26]([Cl:29])=[C:25]([F:30])[CH:24]=3)([C:21]#[N:22])[CH:10]([CH2:31][C:32]([CH3:34])([CH3:35])[CH3:33])[NH:9][CH:8]2[C:6]([OH:7])=[O:5])[CH:18]=[CH:17][CH:16]=1.